From a dataset of Reaction yield outcomes from USPTO patents with 853,638 reactions. Predict the reaction yield, written as a fraction of the theoretical maximum amount of product (1.0 means a 100% yield; for example, 0.34 means a 34% yield). (1) The reactants are [OH:1][C:2]1[CH:7]=[CH:6][C:5]([CH2:8][C:9]([O:11][CH2:12][CH3:13])=[O:10])=[CH:4][CH:3]=1.C1C(=O)N([Cl:21])C(=O)C1. The catalyst is C1COCC1. The product is [Cl:21][C:7]1[CH:6]=[C:5]([CH2:8][C:9]([O:11][CH2:12][CH3:13])=[O:10])[CH:4]=[CH:3][C:2]=1[OH:1]. The yield is 0.840. (2) The reactants are [CH3:1][O:2][C:3]1[C:12]([NH:13][C:14](=[O:18])OCC)=[N:11][C:10]2[C:5](=[CH:6][C:7]([O:21][CH3:22])=[C:8]([O:19][CH3:20])[CH:9]=2)[N:4]=1.[CH3:23][C:24]1[CH:25]=[C:26]([N:31]2[CH2:36][CH2:35][NH:34][CH2:33][CH2:32]2)[CH:27]=[C:28]([CH3:30])[CH:29]=1. No catalyst specified. The product is [CH3:1][O:2][C:3]1[C:12]([NH:13][C:14]([N:34]2[CH2:35][CH2:36][N:31]([C:26]3[CH:27]=[C:28]([CH3:30])[CH:29]=[C:24]([CH3:23])[CH:25]=3)[CH2:32][CH2:33]2)=[O:18])=[N:11][C:10]2[C:5](=[CH:6][C:7]([O:21][CH3:22])=[C:8]([O:19][CH3:20])[CH:9]=2)[N:4]=1. The yield is 0.560. (3) The reactants are [OH:1][N:2]=[C:3](Cl)[C:4]1[C:8]([NH:9][CH2:10][CH2:11][O:12][CH3:13])=[N:7][O:6][N:5]=1.[F:15][C:16]([F:25])([F:24])[C:17]1[CH:18]=[C:19]([CH:21]=[CH:22][CH:23]=1)[NH2:20].C(=O)(O)[O-].[Na+].C(OCC)(=O)C. The catalyst is O.[Cl-].[Na+].O. The product is [OH:1][N:2]=[C:3]([C:4]1[C:8]([NH:9][CH2:10][CH2:11][O:12][CH3:13])=[N:7][O:6][N:5]=1)[NH:20][C:19]1[CH:21]=[CH:22][CH:23]=[C:17]([C:16]([F:15])([F:24])[F:25])[CH:18]=1. The yield is 0.800. (4) The reactants are Cl[CH2:2][CH2:3][CH2:4][Br:5].[C:6]([OH:11])(=[O:10])[C:7]([CH3:9])=[CH2:8].O(C)[Na].C(OCCCCl)(=O)C(C)=C. The catalyst is CO.O.CN(C=O)C. The product is [C:6]([O:11][CH2:2][CH2:3][CH2:4][Br:5])(=[O:10])[C:7]([CH3:9])=[CH2:8]. The yield is 0.520. (5) The reactants are [CH3:1][O:2][C:3]1[CH:11]=[C:10]2[C:6]([C:7]([C:12](O)=[O:13])=[N:8][NH:9]2)=[CH:5][CH:4]=1.[H-].[H-].[H-].[H-].[Li+].[Al+3].[NH4+].[Cl-]. The catalyst is C1COCC1.C(Cl)Cl.CCOCC.O=[Mn]=O. The product is [CH3:1][O:2][C:3]1[CH:11]=[C:10]2[C:6]([C:7]([CH:12]=[O:13])=[N:8][NH:9]2)=[CH:5][CH:4]=1. The yield is 0.560. (6) The reactants are CS(C)=O.[N+:5](/[CH:8]=[CH:9]/[C:10]1[S:11][C:12]([O:15][C:16]2[CH:21]=[CH:20][C:19]([CH3:22])=[CH:18][CH:17]=2)=[CH:13][CH:14]=1)([O-:7])=[O:6].C(O)(=O)C.[BH4-].[Na+]. The catalyst is O. The product is [N+:5]([CH2:8][CH2:9][C:10]1[S:11][C:12]([O:15][C:16]2[CH:21]=[CH:20][C:19]([CH3:22])=[CH:18][CH:17]=2)=[CH:13][CH:14]=1)([O-:7])=[O:6]. The yield is 0.476. (7) The reactants are [NH2:1][C:2]1[CH:7]=[C:6]([S:8]([C:11]2[CH:16]=[CH:15][CH:14]=[CH:13][CH:12]=2)(=[O:10])=[O:9])[CH:5]=[CH:4][C:3]=1[OH:17].C([O-])(O)=O.[Na+].Cl[CH2:24][C:25](Cl)=[O:26].C([O-])([O-])=O.[K+].[K+]. The catalyst is C(C(C)=O)C.CCOC(C)=O. The product is [C:11]1([S:8]([C:6]2[CH:5]=[CH:4][C:3]3[O:17][CH2:24][C:25](=[O:26])[NH:1][C:2]=3[CH:7]=2)(=[O:10])=[O:9])[CH:16]=[CH:15][CH:14]=[CH:13][CH:12]=1. The yield is 0.920. (8) The reactants are [CH:1]1([N:7]2[C:12]([OH:13])=[C:11]([C:14]([NH:16][CH2:17][C:18]([O:20]CC)=[O:19])=[O:15])[C:10](=[O:23])[NH:9][C:8]2=[O:24])[CH2:6][CH2:5][CH2:4][CH2:3][CH2:2]1.C(=O)([O-])[O-].[K+].[K+].[F:31][C:32]1[CH:39]=[C:38]([F:40])[CH:37]=[C:36]([F:41])[C:33]=1[CH2:34]Br.Cl. The catalyst is CN(C)C=O. The product is [CH:1]1([N:7]2[C:12]([OH:13])=[C:11]([C:14]([NH:16][CH2:17][C:18]([OH:20])=[O:19])=[O:15])[C:10](=[O:23])[N:9]([CH2:34][C:33]3[C:32]([F:31])=[CH:39][C:38]([F:40])=[CH:37][C:36]=3[F:41])[C:8]2=[O:24])[CH2:2][CH2:3][CH2:4][CH2:5][CH2:6]1. The yield is 0.530. (9) The reactants are [CH3:1][O:2][C:3]1[CH:4]=[C:5]([CH:9]=[CH:10][C:11]=1[NH:12][C:13]([NH:15][C:16]1[CH:21]=[N:20][C:19]([CH3:22])=[CH:18][N:17]=1)=[O:14])[C:6]([OH:8])=O.CN(C(ON1N=[N:38][C:33]2[CH:34]=[CH:35][CH:36]=[CH:37][C:32]1=2)=[N+](C)C)C.F[P-](F)(F)(F)(F)F.[CH2:47]([NH:49]C1C=CC=CN=1)C.CCN(C(C)C)C(C)C. No catalyst specified. The product is [CH3:1][O:2][C:3]1[CH:4]=[C:5]([CH:9]=[CH:10][C:11]=1[NH:12][C:13]([NH:15][C:16]1[CH:21]=[N:20][C:19]([CH3:22])=[CH:18][N:17]=1)=[O:14])[C:6]([NH:49][CH2:47][CH2:32][C:37]1[CH:36]=[CH:35][CH:34]=[CH:33][N:38]=1)=[O:8]. The yield is 0.710.